This data is from Full USPTO retrosynthesis dataset with 1.9M reactions from patents (1976-2016). The task is: Predict the reactants needed to synthesize the given product. (1) Given the product [C:28]1([C:31]2[CH:32]=[CH:33][CH:34]=[CH:35][CH:36]=2)[CH:27]=[CH:26][C:25]([S:22]([N:20]([CH3:21])[CH:19]2[C:13]3[CH:12]=[CH:11][CH:10]=[C:9]([O:8][CH2:7][C:6]([OH:37])=[O:5])[C:14]=3[CH2:15][CH2:16][CH2:17][CH2:18]2)(=[O:24])=[O:23])=[CH:30][CH:29]=1, predict the reactants needed to synthesize it. The reactants are: C([O:5][C:6](=[O:37])[CH2:7][O:8][C:9]1[C:14]2[CH2:15][CH2:16][CH2:17][CH2:18][CH:19]([N:20]([S:22]([C:25]3[CH:30]=[CH:29][C:28]([C:31]4[CH:36]=[CH:35][CH:34]=[CH:33][CH:32]=4)=[CH:27][CH:26]=3)(=[O:24])=[O:23])[CH3:21])[C:13]=2[CH:12]=[CH:11][CH:10]=1)(C)(C)C.[OH-].[Na+]. (2) Given the product [OH:3][CH2:2][C:1]([NH:6][CH2:7][CH2:8][O:9][C:10]1[CH:19]=[CH:18][CH:17]=[C:16]2[C:11]=1[C:12]([NH:20][C:21]1[CH:26]=[CH:25][C:24]([OH:27])=[C:23]([CH3:28])[CH:22]=1)=[N:13][CH:14]=[N:15]2)=[O:5], predict the reactants needed to synthesize it. The reactants are: [C:1]([OH:5])(=O)[CH2:2][OH:3].[NH2:6][CH2:7][CH2:8][O:9][C:10]1[CH:19]=[CH:18][CH:17]=[C:16]2[C:11]=1[C:12]([NH:20][C:21]1[CH:26]=[CH:25][C:24]([OH:27])=[C:23]([CH3:28])[CH:22]=1)=[N:13][CH:14]=[N:15]2. (3) Given the product [F:10][C:11]1[CH:12]=[N:13][C:14]([O:20][C:21]2[CH:26]=[CH:25][CH:24]=[C:23]([S:27][CH3:28])[CH:22]=2)=[C:15]([CH:19]=1)[C:16]([NH:1][C:2]1([CH2:8][OH:9])[CH2:7][CH2:6][CH2:5][CH2:4][CH2:3]1)=[O:17], predict the reactants needed to synthesize it. The reactants are: [NH2:1][C:2]1([CH2:8][OH:9])[CH2:7][CH2:6][CH2:5][CH2:4][CH2:3]1.[F:10][C:11]1[CH:12]=[N:13][C:14]([O:20][C:21]2[CH:26]=[CH:25][CH:24]=[C:23]([S:27][CH3:28])[CH:22]=2)=[C:15]([CH:19]=1)[C:16](O)=[O:17].Cl.CN(C)CCCN=C=NCC.ON1C2C=CC=CC=2N=N1.